From a dataset of M1 muscarinic receptor agonist screen with 61,833 compounds. Binary Classification. Given a drug SMILES string, predict its activity (active/inactive) in a high-throughput screening assay against a specified biological target. The drug is S(C=1NC(=O)CC(c2cc(OC)c(O)cc2)C1C#N)CCC. The result is 0 (inactive).